This data is from CYP2C19 inhibition data for predicting drug metabolism from PubChem BioAssay. The task is: Regression/Classification. Given a drug SMILES string, predict its absorption, distribution, metabolism, or excretion properties. Task type varies by dataset: regression for continuous measurements (e.g., permeability, clearance, half-life) or binary classification for categorical outcomes (e.g., BBB penetration, CYP inhibition). Dataset: cyp2c19_veith. (1) The compound is CCOC(=O)c1nnn(-c2nonc2N)c1-c1ccccc1. The result is 1 (inhibitor). (2) The compound is O=C(NCc1ccccc1)C(c1ccncc1)N(C(=O)c1csnn1)C1CC1. The result is 1 (inhibitor). (3) The molecule is C[C@@H](N)/C(N)=N/O. The result is 0 (non-inhibitor). (4) The drug is O=S(=O)(c1ccccc1)N1CCC2(CCCN(Cc3ccncc3)C2)CC1. The result is 1 (inhibitor). (5) The compound is Cc1ccc(S(=O)(=O)O)cc1.Cc1ccc(S(=O)(=O)OC2CCN(C)CC2)cc1. The result is 0 (non-inhibitor).